From a dataset of Reaction yield outcomes from USPTO patents with 853,638 reactions. Predict the reaction yield, written as a fraction of the theoretical maximum amount of product (1.0 means a 100% yield; for example, 0.34 means a 34% yield). (1) The reactants are C([Li])CCC.[Cl-].[CH3:7][O:8][CH2:9][P+](C1C=CC=CC=1)(C1C=CC=CC=1)C1C=CC=CC=1.[O:29]1[C:33]2([CH2:38][CH2:37][C:36](=O)[CH2:35][CH2:34]2)[O:32][CH2:31][CH2:30]1. The catalyst is C1COCC1. The product is [CH3:7][O:8][CH:9]=[C:36]1[CH2:37][CH2:38][C:33]2([O:32][CH2:31][CH2:30][O:29]2)[CH2:34][CH2:35]1. The yield is 0.680. (2) The reactants are [Cl:1][C:2]1[NH:3][C:4](I)=[C:5]([N+:7]([O-:9])=[O:8])[N:6]=1.C(N(CC)CC)C.[H][H]. The catalyst is C(O)C.[C].[Pd]. The product is [Cl:1][C:2]1[NH:3][CH:4]=[C:5]([N+:7]([O-:9])=[O:8])[N:6]=1. The yield is 0.834.